Dataset: Full USPTO retrosynthesis dataset with 1.9M reactions from patents (1976-2016). Task: Predict the reactants needed to synthesize the given product. Given the product [CH:1]([NH:4][C:5]1[N:6]=[C:7]2[CH:13]=[CH:12][NH:11][C:8]2=[N:9][CH:10]=1)([CH3:3])[CH3:2], predict the reactants needed to synthesize it. The reactants are: [CH:1]([NH:4][C:5]1[N:6]=[C:7]2[CH:13]=[CH:12][N:11](S(C3C=CC(C)=CC=3)(=O)=O)[C:8]2=[N:9][CH:10]=1)([CH3:3])[CH3:2].C(=O)([O-])[O-].[Cs+].[Cs+].